Dataset: Reaction yield outcomes from USPTO patents with 853,638 reactions. Task: Predict the reaction yield, written as a fraction of the theoretical maximum amount of product (1.0 means a 100% yield; for example, 0.34 means a 34% yield). (1) The catalyst is CS(C)=O.[Cu](I)I. The product is [CH:1]([O:4][C:5]([N:7]1[CH2:12][CH2:11][CH:10]([O:13][C:14]2[N:19]=[CH:18][N:17]=[C:16]3[N:20]([C:23]4[CH:28]=[CH:27][C:26]([NH:34][CH:31]([CH3:33])[CH3:32])=[CH:25][C:24]=4[F:30])[N:21]=[CH:22][C:15]=23)[CH2:9][CH2:8]1)=[O:6])([CH3:3])[CH3:2]. The reactants are [CH:1]([O:4][C:5]([N:7]1[CH2:12][CH2:11][CH:10]([O:13][C:14]2[N:19]=[CH:18][N:17]=[C:16]3[N:20]([C:23]4[CH:28]=[CH:27][C:26](I)=[CH:25][C:24]=4[F:30])[N:21]=[CH:22][C:15]=23)[CH2:9][CH2:8]1)=[O:6])([CH3:3])[CH3:2].[CH:31]([NH2:34])([CH3:33])[CH3:32].N1CCC[C@H]1C(O)=O.C(=O)([O-])[O-].[K+].[K+]. The yield is 0.350. (2) The reactants are [NH2:1][C:2]1[CH:3]=[C:4]([C:9]2[O:10][C:11]3[C:16]([C:17](=[O:19])[CH:18]=2)=[CH:15][CH:14]=[C:13]([O:20][CH3:21])[C:12]=3[O:22][CH3:23])[CH:5]=[CH:6][C:7]=1[NH2:8].[C:24](O)(=O)[CH3:25].C(=O)(O)[O-].[Na+]. The catalyst is Cl. The product is [CH3:21][O:20][C:13]1[C:12]([O:22][CH3:23])=[C:11]2[C:16]([C:17](=[O:19])[CH:18]=[C:9]([C:4]3[CH:5]=[CH:6][C:7]4[NH:8][C:24]([CH3:25])=[N:1][C:2]=4[CH:3]=3)[O:10]2)=[CH:15][CH:14]=1. The yield is 0.430.